From a dataset of Full USPTO retrosynthesis dataset with 1.9M reactions from patents (1976-2016). Predict the reactants needed to synthesize the given product. (1) Given the product [S:1]1[C:5]2[CH:6]=[CH:7][CH:8]=[CH:9][C:4]=2[N:3]=[C:2]1[NH:10][C:11](=[O:35])[C:12]1[CH:13]=[CH:14][C:15]([O:18][C:19]2[CH:24]=[CH:23][N:22]=[C:21]3[NH:25][N:26]=[C:27]([NH:28][C@@H:29]4[CH2:34][CH2:33][CH2:32][N:31]([C:64](=[O:65])[CH2:63][CH2:62][CH2:61][N:60]([CH3:67])[CH3:59])[CH2:30]4)[C:20]=23)=[CH:16][CH:17]=1, predict the reactants needed to synthesize it. The reactants are: [S:1]1[C:5]2[CH:6]=[CH:7][CH:8]=[CH:9][C:4]=2[N:3]=[C:2]1[NH:10][C:11](=[O:35])[C:12]1[CH:17]=[CH:16][C:15]([O:18][C:19]2[CH:24]=[CH:23][N:22]=[C:21]3[NH:25][N:26]=[C:27]([NH:28][C@@H:29]4[CH2:34][CH2:33][CH2:32][NH:31][CH2:30]4)[C:20]=23)=[CH:14][CH:13]=1.CCN=C=NCCCN(C)C.Cl.C1C=CC2N(O)N=NC=2C=1.Cl.[CH3:59][N:60]([CH3:67])[CH2:61][CH2:62][CH2:63][C:64](O)=[O:65]. (2) Given the product [C:1]([O:5][C:6]([N:8]([CH2:9][CH:10]([CH2:16][CH3:17])[C:11]([O:13][CH2:14][CH3:15])=[O:12])[C:23]([O:25][C:26]([CH3:29])([CH3:28])[CH3:27])=[O:24])=[O:7])([CH3:4])([CH3:3])[CH3:2], predict the reactants needed to synthesize it. The reactants are: [C:1]([O:5][C:6]([NH:8][CH2:9][CH:10]([CH2:16][CH3:17])[C:11]([O:13][CH2:14][CH3:15])=[O:12])=[O:7])([CH3:4])([CH3:3])[CH3:2].[Li]CCCC.[C:23](O[C:23]([O:25][C:26]([CH3:29])([CH3:28])[CH3:27])=[O:24])([O:25][C:26]([CH3:29])([CH3:28])[CH3:27])=[O:24].[Cl-].[NH4+]. (3) Given the product [O:49]=[C:43]1[CH:42]([N:36]2[CH2:35][C:34]3[C:38](=[CH:39][CH:40]=[C:32]([CH2:31][C:6]4[CH:5]=[C:4]([S:3][CH2:1][CH3:2])[CH:12]=[CH:11][C:7]=4[C:8]([NH2:15])=[O:10])[CH:33]=3)[C:37]2=[O:41])[CH2:47][CH2:46][C:45](=[O:48])[NH:44]1, predict the reactants needed to synthesize it. The reactants are: [CH2:1]([S:3][C:4]1[CH:12]=[CH:11][C:7]([C:8]([OH:10])=O)=[CH:6][CH:5]=1)[CH3:2].C1N=C[N:15](C(N2C=NC=C2)=O)C=1.CS(O)(=O)=O.N[CH2:31][C:32]1[CH:33]=[C:34]2[C:38](=[CH:39][CH:40]=1)[C:37](=[O:41])[N:36]([CH:42]1[CH2:47][CH2:46][C:45](=[O:48])[NH:44][C:43]1=[O:49])[CH2:35]2.Cl. (4) Given the product [CH2:30]([O:29][C:27]([CH2:26][C:21]1[CH:22]=[CH:23][CH:24]=[CH:25][C:20]=1[NH:19][C:5]1[O:7][CH2:8][C:9](=[O:17])[C:4]=1[C:3]([O:11][CH2:12][CH3:13])=[O:10])=[O:28])[CH3:31], predict the reactants needed to synthesize it. The reactants are: [H-].[Na+].[C:3]([O:11][CH2:12][CH3:13])(=[O:10])[CH2:4][C:5]([O:7][CH2:8][CH3:9])=O.ClCC(Cl)=[O:17].[NH2:19][C:20]1[CH:25]=[CH:24][CH:23]=[CH:22][C:21]=1[CH2:26][C:27]([O:29][CH2:30][CH3:31])=[O:28].[K+].[Br-]. (5) Given the product [Cl:1][C:2]1[CH:3]=[C:4]2[C:8](=[CH:9][CH:10]=1)[N:7]([CH2:27][C:28]([O:30][CH3:31])=[O:29])[C:6]([CH3:11])=[C:5]2[C:36]1[C:37]2[C:32](=[CH:22][C:13]([Cl:12])=[CH:14][CH:15]=2)[N:33]=[CH:34][CH:35]=1, predict the reactants needed to synthesize it. The reactants are: [Cl:1][C:2]1[CH:3]=[C:4]2[C:8](=[CH:9][CH:10]=1)[NH:7][C:6]([CH3:11])=[CH:5]2.[Cl:12][C:13]1[C:22]2[C:22](=[C:13]([Cl:12])[CH:14]=[CH:15]C=2)N=[CH:15][CH:14]=1.[H-].[Na+].Br[CH2:27][C:28]([O:30][CH3:31])=[O:29].[CH3:32][N:33]1[C:37](=O)[CH2:36][CH2:35][CH2:34]1. (6) Given the product [Cl:1][C:2]1[N:3]=[C:4]2[C:9](=[CH:10][CH:11]=1)[N:8]=[CH:7][C:6]1[CH:12]=[CH:31][C:30](=[O:32])[N:14]([C:15]3[CH:20]=[CH:19][C:18]([C:21]([CH3:25])([CH3:24])[C:22]#[N:23])=[CH:17][CH:16]=3)[C:5]2=1, predict the reactants needed to synthesize it. The reactants are: [Cl:1][C:2]1[N:3]=[C:4]2[C:9](=[CH:10][CH:11]=1)[N:8]=[CH:7][C:6]([CH:12]=O)=[C:5]2[NH:14][C:15]1[CH:20]=[CH:19][C:18]([C:21]([CH3:25])([CH3:24])[C:22]#[N:23])=[CH:17][CH:16]=1.C(O[C:30](=[O:32])[CH3:31])(=O)C. (7) Given the product [N+:19]([C:22]1[C:26]([C:2]2[CH:3]=[C:4]([C:9]3[CH:14]=[CH:13][CH:12]=[C:11]([C:15]([F:18])([F:17])[F:16])[CH:10]=3)[CH:5]=[CH:6][C:7]=2[OH:8])=[CH:25][N:24]([CH:36]2[CH2:41][CH2:40][CH2:39][CH2:38][O:37]2)[N:23]=1)([O-:21])=[O:20], predict the reactants needed to synthesize it. The reactants are: I[C:2]1[CH:3]=[C:4]([C:9]2[CH:14]=[CH:13][CH:12]=[C:11]([C:15]([F:18])([F:17])[F:16])[CH:10]=2)[CH:5]=[CH:6][C:7]=1[OH:8].[N+:19]([C:22]1[C:26](B2OC(C)(C)C(C)(C)O2)=[CH:25][N:24]([CH:36]2[CH2:41][CH2:40][CH2:39][CH2:38][O:37]2)[N:23]=1)([O-:21])=[O:20].[F-].[K+].